Task: Predict the product of the given reaction.. Dataset: Forward reaction prediction with 1.9M reactions from USPTO patents (1976-2016) (1) Given the reactants [NH2:1][C:2]1[N:6]([C:7]2[CH:12]=[CH:11][CH:10]=[CH:9][CH:8]=2)[N:5]=[C:4]([O:13][CH2:14][C:15]2([F:28])[CH2:20][CH2:19][N:18]([C:21]([O:23][C:24]([CH3:27])([CH3:26])[CH3:25])=[O:22])[CH2:17][CH2:16]2)[C:3]=1[CH3:29].C1(C2C=CC([CH2:39][O:40]C)=CC=2CN)CC1.[CH3:44][O:45][CH2:46][C:47]1[CH:48]=[CH:49][C:50]([O:55][C:56]([F:59])([F:58])[F:57])=[C:51]([CH2:53][NH2:54])[CH:52]=1, predict the reaction product. The product is: [F:28][C:15]1([CH2:14][O:13][C:4]2[C:3]([CH3:29])=[C:2]([NH:1][C:39]([NH:54][CH2:53][C:51]3[CH:52]=[C:47]([CH2:46][O:45][CH3:44])[CH:48]=[CH:49][C:50]=3[O:55][C:56]([F:57])([F:58])[F:59])=[O:40])[N:6]([C:7]3[CH:12]=[CH:11][CH:10]=[CH:9][CH:8]=3)[N:5]=2)[CH2:20][CH2:19][N:18]([C:21]([O:23][C:24]([CH3:25])([CH3:26])[CH3:27])=[O:22])[CH2:17][CH2:16]1. (2) Given the reactants [H-].[Na+].N#N.[F:5][C:6]([F:13])([F:12])[C:7]1[CH:11]=[CH:10][NH:9][N:8]=1.O([C:16]1[CH:23]=[CH:22][C:19](CCl)=CC=1)C.[CH3:24][N:25](C=O)C, predict the reaction product. The product is: [CH:23]1([CH2:16][N:9]2[C:10]([CH2:24][NH2:25])=[CH:11][C:7]([C:6]([F:13])([F:12])[F:5])=[N:8]2)[CH2:19][CH2:22]1. (3) Given the reactants [Si](O[C@H]([C@H]1C[C@@H](OCCC)CN1C(OC(C)(C)C)=O)[C@@H:10]([NH:20][C:21](=[O:32])[C:22]1[CH:27]=[CH:26][CH:25]=[C:24]([C:28]([O:30]C)=O)[CH:23]=1)[CH2:11][C:12]1[CH:17]=C(F)C=C(F)C=1)(C(C)(C)C)(C)C.[NH2:49][C@@H:50]([CH2:73][C:74]1[CH:79]=[C:78]([F:80])[CH:77]=[C:76]([F:81])[CH:75]=1)[C@@H:51]([C@H:60]1[CH2:64][C@@H:63]([OH:65])[CH2:62][N:61]1C(OC(C)(C)C)=O)[O:52][Si](C(C)(C)C)(C)C.[Si](O[C@H]([C@H]1C[C@@H](OCCC)CN1C(OC(C)(C)C)=O)[C@@H](NC(=O)[C:93]1[CH:98]=[CH:97][CH:96]=[C:95](C(=O)N)[CH:94]=1)C[C:93]1[CH:98]=[C:97](F)[CH:96]=[C:95](F)[CH:94]=1)(C(C)(C)C)(C)C.[CH3:129]O, predict the reaction product. The product is: [CH2:10]([N:20]([CH3:129])[C:21](=[O:32])[C:22]1[CH:27]=[CH:26][CH:25]=[C:24]([C:28]([NH:49][C@@H:50]([CH2:73][C:74]2[CH:75]=[C:76]([F:81])[CH:77]=[C:78]([F:80])[CH:79]=2)[C@H:51]([OH:52])[C@H:60]2[CH2:64][C:63]([OH:65])([C:93]3[CH:98]=[CH:97][CH:96]=[CH:95][CH:94]=3)[CH2:62][NH:61]2)=[O:30])[CH:23]=1)[CH2:11][CH2:12][CH3:17]. (4) Given the reactants [Cl:1][C:2]1[S:3][C:4]([C:10]([O:12][CH2:13][CH3:14])=[O:11])=[C:5]([C:7](O)=[O:8])[N:6]=1.C(Cl)(=O)C([Cl:18])=O, predict the reaction product. The product is: [Cl:1][C:2]1[S:3][C:4]([C:10]([O:12][CH2:13][CH3:14])=[O:11])=[C:5]([C:7]([Cl:18])=[O:8])[N:6]=1. (5) Given the reactants Br[C:2]1[CH:7]=[CH:6][C:5]([CH:8]2[N:12]([C:13]3[CH:18]=[CH:17][CH:16]=[CH:15][C:14]=3[Cl:19])[N:11]=[C:10]([C:20]([F:26])([F:25])[C:21]([F:24])([F:23])[F:22])[CH2:9]2)=[CH:4][CH:3]=1.[C:27]([O:31][C:32]([N:34]1[CH2:39][CH:38]=[C:37](B2OC(C)(C)C(C)(C)O2)[CH2:36][CH2:35]1)=[O:33])([CH3:30])([CH3:29])[CH3:28].C(=O)([O-])[O-].[K+].[K+], predict the reaction product. The product is: [Cl:19][C:14]1[CH:15]=[CH:16][CH:17]=[CH:18][C:13]=1[N:12]1[CH:8]([C:5]2[CH:6]=[CH:7][C:2]([C:37]3[CH2:38][CH2:39][N:34]([C:32]([O:31][C:27]([CH3:30])([CH3:29])[CH3:28])=[O:33])[CH2:35][CH:36]=3)=[CH:3][CH:4]=2)[CH2:9][C:10]([C:20]([F:26])([F:25])[C:21]([F:24])([F:22])[F:23])=[N:11]1. (6) Given the reactants Cl.[CH2:2]([O:9][C:10]1[CH:15]=[CH:14][N:13]([C:16]2[CH:24]=[C:23]3[C:19]([C:20]4[CH2:29][CH2:28][N:27](CCO)[CH2:26][C:21]=4[N:22]3[CH3:25])=[CH:18][CH:17]=2)[C:12](=[O:33])[CH:11]=1)[C:3]1[CH:8]=[CH:7][CH:6]=[CH:5][CH:4]=1.C([O-])(O)=O.[Na+].[Cl:39][CH2:40][C:41](Cl)=[O:42], predict the reaction product. The product is: [CH2:2]([O:9][C:10]1[CH:15]=[CH:14][N:13]([C:16]2[CH:24]=[C:23]3[C:19]([C:20]4[CH2:29][CH2:28][N:27]([C:41](=[O:42])[CH2:40][Cl:39])[CH2:26][C:21]=4[N:22]3[CH3:25])=[CH:18][CH:17]=2)[C:12](=[O:33])[CH:11]=1)[C:3]1[CH:8]=[CH:7][CH:6]=[CH:5][CH:4]=1. (7) Given the reactants [CH2:1]([O:8][C:9]1[CH:10]=[CH:11][C:12]([CH:20]([O:46][Si](C(C)(C)C)(C)C)[CH2:21][NH:22][C:23]([CH3:45])([CH3:44])[CH2:24][C:25]2[CH:30]=[CH:29][CH:28]=[C:27]([O:31][CH2:32][CH2:33][C:34]34[CH2:43][CH:38]5[CH2:39][CH:40]([CH2:42][CH:36]([CH2:37]5)[CH2:35]3)[CH2:41]4)[CH:26]=2)=[C:13]2[C:18]=1[NH:17][C:16](=[O:19])[CH:15]=[CH:14]2)[C:2]1[CH:7]=[CH:6][CH:5]=[CH:4][CH:3]=1.[F-].C([N+](CCCC)(CCCC)CCCC)CCC, predict the reaction product. The product is: [CH2:1]([O:8][C:9]1[CH:10]=[CH:11][C:12]([CH:20]([OH:46])[CH2:21][NH:22][C:23]([CH3:44])([CH3:45])[CH2:24][C:25]2[CH:30]=[CH:29][CH:28]=[C:27]([O:31][CH2:32][CH2:33][C:34]34[CH2:43][CH:38]5[CH2:37][CH:36]([CH2:42][CH:40]([CH2:39]5)[CH2:41]3)[CH2:35]4)[CH:26]=2)=[C:13]2[C:18]=1[NH:17][C:16](=[O:19])[CH:15]=[CH:14]2)[C:2]1[CH:7]=[CH:6][CH:5]=[CH:4][CH:3]=1. (8) Given the reactants [C:1]([N:5]1[C:9]([C:10]2[CH:15]=[CH:14][C:13]([O:16][CH3:17])=[CH:12][CH:11]=2)=[CH:8][C:7]([CH2:18][CH2:19][CH:20]=O)=[N:6]1)([CH3:4])([CH3:3])[CH3:2].[C:22]1([N:28]2[CH2:33][CH2:32][NH:31][CH2:30][CH2:29]2)[CH:27]=[CH:26][CH:25]=[CH:24][CH:23]=1.CCN(C(C)C)C(C)C.[BH-](OC(C)=O)(OC(C)=O)OC(C)=O.[Na+], predict the reaction product. The product is: [C:1]([N:5]1[C:9]([C:10]2[CH:15]=[CH:14][C:13]([O:16][CH3:17])=[CH:12][CH:11]=2)=[CH:8][C:7]([CH2:18][CH2:19][CH2:20][N:31]2[CH2:32][CH2:33][N:28]([C:22]3[CH:27]=[CH:26][CH:25]=[CH:24][CH:23]=3)[CH2:29][CH2:30]2)=[N:6]1)([CH3:3])([CH3:2])[CH3:4]. (9) Given the reactants CC(C)([O-])C.[K+].[CH3:7][C:8]([C:10]1[CH:15]=[CH:14][C:13]([Br:16])=[CH:12][CH:11]=1)=[O:9].C[O:18][C:19](=O)[CH2:20][CH2:21][CH:22]([CH3:24])[CH3:23], predict the reaction product. The product is: [Br:16][C:13]1[CH:14]=[CH:15][C:10]([C:8](=[O:9])[CH2:7][C:19](=[O:18])[CH2:20][CH2:21][CH:22]([CH3:24])[CH3:23])=[CH:11][CH:12]=1. (10) The product is: [F:15][C:3]1[C:2]([C:16]#[N:17])=[CH:14][C:6]2[O:7][C:8]3([C:11](=[O:13])[NH:12][C:5]=2[CH:4]=1)[CH2:10][CH2:9]3. Given the reactants Br[C:2]1[C:3]([F:15])=[CH:4][C:5]2[NH:12][C:11](=[O:13])[C:8]3([CH2:10][CH2:9]3)[O:7][C:6]=2[CH:14]=1.[CH3:16][N:17](C=O)C, predict the reaction product.